Dataset: Forward reaction prediction with 1.9M reactions from USPTO patents (1976-2016). Task: Predict the product of the given reaction. (1) Given the reactants [F:1][C:2]1[CH:7]=[C:6]([F:8])[CH:5]=[CH:4][C:3]=1[NH2:9].N1C=CC=CC=1.Cl[C:17]([O:19][CH3:20])=[O:18], predict the reaction product. The product is: [CH3:20][O:19][C:17](=[O:18])[NH:9][C:3]1[CH:4]=[CH:5][C:6]([F:8])=[CH:7][C:2]=1[F:1]. (2) Given the reactants [C:1]([CH2:3][CH2:4][CH:5]([C:13]1[CH:18]=[CH:17][CH:16]=[CH:15][C:14]=1[C:19]([F:22])([F:21])[F:20])[C:6]([O:8]C(C)(C)C)=[O:7])#[N:2].FC(F)(F)C(O)=O, predict the reaction product. The product is: [C:1]([CH2:3][CH2:4][CH:5]([C:13]1[CH:18]=[CH:17][CH:16]=[CH:15][C:14]=1[C:19]([F:20])([F:22])[F:21])[C:6]([OH:8])=[O:7])#[N:2].